From a dataset of Full USPTO retrosynthesis dataset with 1.9M reactions from patents (1976-2016). Predict the reactants needed to synthesize the given product. (1) Given the product [F:26][C:27]([F:36])([F:37])[O:28][C:29]1[CH:30]=[C:31]([CH:32]=[CH:33][CH:34]=1)[O:35][CH:2]([CH2:24][CH3:25])[C:3]([N:5]1[CH2:10][C:9](=[O:11])[N:8]([CH2:12][O:13][CH2:14][CH2:15][Si:16]([CH3:19])([CH3:18])[CH3:17])[C:7]2[CH:20]=[CH:21][CH:22]=[N:23][C:6]1=2)=[O:4], predict the reactants needed to synthesize it. The reactants are: Cl[CH:2]([CH2:24][CH3:25])[C:3]([N:5]1[CH2:10][C:9](=[O:11])[N:8]([CH2:12][O:13][CH2:14][CH2:15][Si:16]([CH3:19])([CH3:18])[CH3:17])[C:7]2[CH:20]=[CH:21][CH:22]=[N:23][C:6]1=2)=[O:4].[F:26][C:27]([F:37])([F:36])[O:28][C:29]1[CH:30]=[C:31]([OH:35])[CH:32]=[CH:33][CH:34]=1.C(=O)([O-])[O-].[K+].[K+].CN(C)C=O. (2) Given the product [CH3:29][C:30]1[CH:35]=[C:34]([CH3:36])[N:33]=[C:32]([N:37]2[CH2:44][CH:43]3[CH:39]([CH2:40][N:41]([C:68]([C:67]4[CH:71]=[CH:72][CH:73]=[C:65]([F:64])[C:66]=4[C:74]4[NH:75][N:76]=[CH:77][N:78]=4)=[O:69])[CH2:42]3)[CH2:38]2)[N:31]=1, predict the reactants needed to synthesize it. The reactants are: N1N=C(C2C=CC=CC=2C(N2CC3CN(C(OC(C)(C)C)=O)CC3C2)=O)NC=1.[CH3:29][C:30]1[CH:35]=[C:34]([CH3:36])[N:33]=[C:32]([N:37]2[CH2:44][CH:43]3[CH:39]([CH2:40][NH:41][CH2:42]3)[CH2:38]2)[N:31]=1.CC(O)=O.C(OC(N1CC2C(CNC2)C1)=O)(C)(C)C.[F:64][C:65]1[C:66]([C:74]2[N:78]=[CH:77][NH:76][N:75]=2)=[C:67]([CH:71]=[CH:72][CH:73]=1)[C:68](O)=[O:69].N1N=C(C2C=CC=CC=2C(O)=O)NC=1.